From a dataset of Catalyst prediction with 721,799 reactions and 888 catalyst types from USPTO. Predict which catalyst facilitates the given reaction. (1) Reactant: [NH2:1][C:2]1[C:7]2=[C:8]([C:14]3[S:15][C:16]4[C:22]([O:23][CH3:24])=[CH:21][C:20]([CH3:25])=[CH:19][C:17]=4[CH:18]=3)[C:9]([C:11](O)=[O:12])=[CH:10][N:6]2[N:5]=[CH:4][N:3]=1.C[N:27](C(ON1N=NC2C=CC=CC1=2)=[N+](C)C)C.[B-](F)(F)(F)F.CCN(C(C)C)C(C)C.N.CO. Product: [NH2:1][C:2]1[C:7]2=[C:8]([C:14]3[S:15][C:16]4[C:22]([O:23][CH3:24])=[CH:21][C:20]([CH3:25])=[CH:19][C:17]=4[CH:18]=3)[C:9]([C:11]([NH2:27])=[O:12])=[CH:10][N:6]2[N:5]=[CH:4][N:3]=1. The catalyst class is: 3. (2) Reactant: [CH2:1]([O:8][C:9]1[CH:14]=[CH:13][C:12]([CH2:15][C:16]([O:18]C(C)(C)C)=[O:17])=[C:11]([O:23][CH3:24])[CH:10]=1)[C:2]1[CH:7]=[CH:6][CH:5]=[CH:4][CH:3]=1.C(O)(C(F)(F)F)=O. Product: [CH2:1]([O:8][C:9]1[CH:14]=[CH:13][C:12]([CH2:15][C:16]([OH:18])=[O:17])=[C:11]([O:23][CH3:24])[CH:10]=1)[C:2]1[CH:3]=[CH:4][CH:5]=[CH:6][CH:7]=1. The catalyst class is: 2. (3) Reactant: [OH-].[Na+].C(=O)([O-])[O-].[K+].[K+].C[N:10](C)[CH2:11][CH2:12][C@@H:13](C1SC=CC=1)O.FC1C2C(=CC=CC=2)C=CC=1.O.O.[C:34]([OH:39])(=[O:38])[C:35]([OH:37])=[O:36]. Product: [C:34]([OH:39])(=[O:38])[C:35]([OH:37])=[O:36].[CH2:11]([NH2:10])[CH2:12][CH3:13]. The catalyst class is: 58. (4) Reactant: [CH3:1][N:2]1[C:6]([C:7]2[CH:8]=[N:9][NH:10][C:11]=2[NH2:12])=[CH:5][CH:4]=[N:3]1.[Cl:13][C:14]1[CH:15]=[C:16]([C:21](=O)[CH2:22][C:23](OCC)=[O:24])[CH:17]=[CH:18][C:19]=1[Cl:20].CC1C=CC(S(O)(=O)=O)=CC=1. Product: [Cl:13][C:14]1[CH:15]=[C:16]([C:21]2[NH:12][C:11]3[N:10]([N:9]=[CH:8][C:7]=3[C:6]3[N:2]([CH3:1])[N:3]=[CH:4][CH:5]=3)[C:23](=[O:24])[CH:22]=2)[CH:17]=[CH:18][C:19]=1[Cl:20]. The catalyst class is: 114. (5) Reactant: [F:1][C:2]([F:15])([F:14])[C:3]1[CH:4]=[CH:5][CH:6]=[C:7]2[C:11]=1[NH:10][C:9](=O)[C:8]2=O.B(F)(F)F.CCOCC.[BH4-].[Na+].Cl. Product: [F:15][C:2]([F:1])([F:14])[C:3]1[CH:4]=[CH:5][CH:6]=[C:7]2[C:11]=1[NH:10][CH:9]=[CH:8]2. The catalyst class is: 20. (6) Reactant: [CH2:1]([C:3]1[C:8]([C:9]([OH:11])=O)=[CH:7][N:6]=[C:5]([S:12][CH3:13])[N:4]=1)[CH3:2].CN(C)C=O.C(Cl)(=O)C(Cl)=O.[Cl:25][C:26]1[CH:32]=[CH:31][C:30]([Cl:33])=[CH:29][C:27]=1[NH2:28]. Product: [Cl:25][C:26]1[CH:32]=[CH:31][C:30]([Cl:33])=[CH:29][C:27]=1[NH:28][C:9]([C:8]1[C:3]([CH2:1][CH3:2])=[N:4][C:5]([S:12][CH3:13])=[N:6][CH:7]=1)=[O:11]. The catalyst class is: 4. (7) Reactant: [O:1]=[C:2]1[CH2:6][CH2:5][C@H:4](/[CH:7]=[CH:8]/[C:9](=[O:15])[CH2:10][CH2:11][CH2:12][CH2:13][CH3:14])[N:3]1[CH2:16][CH2:17][S:18][CH2:19][CH2:20][CH2:21][C:22]([O:24]C)=[O:23].[CH2:26]([Mg]Br)[CH2:27][CH2:28][CH2:29][CH3:30].[Cl-].[NH4+]. Product: [OH:15][C:9]([CH2:10][CH2:11][CH2:12][CH2:13][CH3:14])([CH2:26][CH2:27][CH2:28][CH2:29][CH3:30])/[CH:8]=[CH:7]/[C@H:4]1[CH2:5][CH2:6][C:2](=[O:1])[N:3]1[CH2:16][CH2:17][S:18][CH2:19][CH2:20][CH2:21][C:22]([OH:24])=[O:23]. The catalyst class is: 7. (8) Reactant: [C:1]1([C:7]2O[C:9]([C:16]3[CH:21]=[CH:20][CH:19]=[CH:18][CH:17]=3)=[C:10]3[C:15]=2[CH:14]=[CH:13][CH:12]=[CH:11]3)[CH:6]=[CH:5][CH:4]=[CH:3][CH:2]=1.[Br:22][C:23]1[C:33]2[C:34]3[C:26]([CH:27]=[CH:28][C:29]=3[CH:30]=[CH:31][CH:32]=2)=[CH:25][CH:24]=1. Product: [Br:22][C:23]1[CH:24]=[CH:25][C:26]2=[C:34]3[C:33]=1[CH:32]=[CH:31][CH:30]=[C:29]3[C:28]1[C:7]([C:1]3[CH:6]=[CH:5][CH:4]=[CH:3][CH:2]=3)=[C:15]3[CH:14]=[CH:13][CH:12]=[CH:11][C:10]3=[C:9]([C:16]3[CH:21]=[CH:20][CH:19]=[CH:18][CH:17]=3)[C:27]=12. The catalyst class is: 11. (9) Reactant: [CH:1]1[C:14]2[C:13](=[O:15])[C:12]3[C:7](=[CH:8][CH:9]=[CH:10][CH:11]=3)[NH:6][C:5]=2[CH:4]=[CH:3][CH:2]=1.[Br-:16].[Br-].[Br-].C([N+](CC)(CC)CC)C1C=CC=CC=1.C([N+](CC)(CC)CC)C1C=CC=CC=1.C([N+](CC)(CC)CC)C1C=CC=CC=1. Product: [Br:16][C:2]1[CH:3]=[CH:4][C:5]2[NH:6][C:7]3[C:12](=[CH:11][CH:10]=[CH:9][CH:8]=3)[C:13](=[O:15])[C:14]=2[CH:1]=1. The catalyst class is: 52. (10) Reactant: [O-]CC.[Na+].O=[C:6]1[CH:11]([C:12]([O:14]CC)=O)[CH2:10][CH2:9][N:8]([C:17]([O:19][C:20]([CH3:23])([CH3:22])[CH3:21])=[O:18])[CH2:7]1.[O:24]1[C:28]([C:29]2[CH:34]=[CH:33][C:32]([NH:35][C:36]([NH2:38])=[NH:37])=[CH:31][CH:30]=2)=[CH:27][N:26]=[CH:25]1. Product: [OH:14][C:12]1[C:11]2[CH2:10][CH2:9][N:8]([C:17]([O:19][C:20]([CH3:21])([CH3:22])[CH3:23])=[O:18])[CH2:7][C:6]=2[N:38]=[C:36]([NH:35][C:32]2[CH:33]=[CH:34][C:29]([C:28]3[O:24][CH:25]=[N:26][CH:27]=3)=[CH:30][CH:31]=2)[N:37]=1. The catalyst class is: 8.